From a dataset of Forward reaction prediction with 1.9M reactions from USPTO patents (1976-2016). Predict the product of the given reaction. (1) Given the reactants [CH3:1][O:2][C:3]1[CH:8]=[CH:7][C:6]([N:9]=[C:10]=[S:11])=[CH:5][CH:4]=1.[NH2:12][CH:13]([C:17]#[N:18])[C:14]([NH2:16])=[O:15], predict the reaction product. The product is: [NH2:18][C:17]1[S:11][C:10]([NH:9][C:6]2[CH:5]=[CH:4][C:3]([O:2][CH3:1])=[CH:8][CH:7]=2)=[N:12][C:13]=1[C:14]([NH2:16])=[O:15]. (2) Given the reactants NC1(C2C=CC(C3OC4C(=O)N(C)C=CC=4C=3C3C=CC=CC=3)=CC=2)CCC1.[Br:29][C:30]1[CH:35]=[N:34][C:33]([O:36][CH3:37])=[C:32]2[O:38][C:39]([C:47]3[CH:52]=[CH:51][C:50]([C:53]4([NH:57]C(=O)OC(C)(C)C)[CH2:56][CH2:55][CH2:54]4)=[CH:49][CH:48]=3)=[C:40]([C:41]3[CH:46]=[CH:45][CH:44]=[CH:43][CH:42]=3)[C:31]=12, predict the reaction product. The product is: [Br:29][C:30]1[CH:35]=[N:34][C:33]([O:36][CH3:37])=[C:32]2[O:38][C:39]([C:47]3[CH:48]=[CH:49][C:50]([C:53]4([NH2:57])[CH2:56][CH2:55][CH2:54]4)=[CH:51][CH:52]=3)=[C:40]([C:41]3[CH:46]=[CH:45][CH:44]=[CH:43][CH:42]=3)[C:31]=12. (3) Given the reactants C([O:3][C:4](=[O:38])[CH2:5][CH2:6][CH2:7][NH:8][C:9]([C:11]1[C:12]([OH:37])=[C:13]2[C:18](=[CH:19][N:20]=1)[N:17]([CH2:21][C:22]1[CH:27]=[CH:26][CH:25]=[CH:24][CH:23]=1)[C:16](=[O:28])[C:15]([C:29]1[CH:34]=[CH:33][CH:32]=[C:31]([O:35][CH3:36])[CH:30]=1)=[CH:14]2)=[O:10])C.[OH-].[Na+].CO, predict the reaction product. The product is: [CH2:21]([N:17]1[C:18]2[C:13](=[C:12]([OH:37])[C:11]([C:9]([NH:8][CH2:7][CH2:6][CH2:5][C:4]([OH:38])=[O:3])=[O:10])=[N:20][CH:19]=2)[CH:14]=[C:15]([C:29]2[CH:34]=[CH:33][CH:32]=[C:31]([O:35][CH3:36])[CH:30]=2)[C:16]1=[O:28])[C:22]1[CH:27]=[CH:26][CH:25]=[CH:24][CH:23]=1. (4) Given the reactants [H-].[Na+].[O:3]=[C:4]([CH2:12][CH2:13][CH2:14][CH2:15][CH3:16])[CH2:5]P(=O)(OC)OC.[CH:17]([C@H:19]1[CH2:23][CH2:22][C:21](=[O:24])[N:20]1[CH2:25][CH2:26][S:27][CH2:28][CH2:29][CH2:30][C:31]([O:33][CH3:34])=[O:32])=O, predict the reaction product. The product is: [O:24]=[C:21]1[CH2:22][CH2:23][C@H:19](/[CH:17]=[CH:5]/[C:4](=[O:3])[CH2:12][CH2:13][CH2:14][CH2:15][CH3:16])[N:20]1[CH2:25][CH2:26][S:27][CH2:28][CH2:29][CH2:30][C:31]([O:33][CH3:34])=[O:32]. (5) Given the reactants [Li+].[F:2][C:3]([F:22])([F:21])[C:4]1[CH:9]=[CH:8][C:7]([N:10]2[CH2:15][CH2:14][N:13]([CH2:16][CH2:17][C:18]([O-:20])=O)[CH2:12][CH2:11]2)=[CH:6][CH:5]=1.C(N(C(C)C)CC)(C)C.F[P-](F)(F)(F)(F)F.CN(C)C(ON1C2C=CC=CC=2N=N1)=[N+](C)C.Cl.[N+:57]([C:60]1[CH:65]=[CH:64][C:63]([NH:66][CH:67]2[CH2:72][CH2:71][NH:70][CH2:69][CH2:68]2)=[CH:62][C:61]=1[C:73]([F:76])([F:75])[F:74])([O-:59])=[O:58], predict the reaction product. The product is: [N+:57]([C:60]1[CH:65]=[CH:64][C:63]([NH:66][CH:67]2[CH2:68][CH2:69][N:70]([C:18](=[O:20])[CH2:17][CH2:16][N:13]3[CH2:14][CH2:15][N:10]([C:7]4[CH:8]=[CH:9][C:4]([C:3]([F:2])([F:22])[F:21])=[CH:5][CH:6]=4)[CH2:11][CH2:12]3)[CH2:71][CH2:72]2)=[CH:62][C:61]=1[C:73]([F:76])([F:74])[F:75])([O-:59])=[O:58]. (6) Given the reactants [C:1]([NH:5][C:6]([C:8]1[CH:9]=[C:10]([C:21]2[CH:29]=[CH:28][C:24]([C:25]([OH:27])=O)=[CH:23][N:22]=2)[N:11]([C:13]2[CH:14]=[N:15][C:16]([O:19][CH3:20])=[CH:17][CH:18]=2)[N:12]=1)=[O:7])([CH3:4])([CH3:3])[CH3:2].[Cl-].[NH4+:31], predict the reaction product. The product is: [C:1]([NH:5][C:6]([C:8]1[CH:9]=[C:10]([C:21]2[CH:29]=[CH:28][C:24]([C:25](=[O:27])[NH2:31])=[CH:23][N:22]=2)[N:11]([C:13]2[CH:14]=[N:15][C:16]([O:19][CH3:20])=[CH:17][CH:18]=2)[N:12]=1)=[O:7])([CH3:4])([CH3:2])[CH3:3].